From a dataset of Forward reaction prediction with 1.9M reactions from USPTO patents (1976-2016). Predict the product of the given reaction. (1) Given the reactants OC(C(F)(F)F)=O.[C:8]([O:27][CH2:28][CH2:29][CH2:30][NH:31][CH2:32][CH2:33][CH2:34][O:35][C:36](=[O:54])[CH2:37][CH2:38][CH2:39][CH2:40][CH2:41][CH2:42][CH2:43]/[CH:44]=[CH:45]\[CH2:46][CH2:47][CH2:48][CH2:49][CH2:50][CH2:51][CH2:52][CH3:53])(=[O:26])[CH2:9][CH2:10][CH2:11][CH2:12][CH2:13][CH2:14][CH2:15]/[CH:16]=[CH:17]\[CH2:18][CH2:19][CH2:20][CH2:21][CH2:22][CH2:23][CH2:24][CH3:25].[CH3:55][N:56]([CH3:61])[CH2:57][C:58](O)=[O:59].CN(C(ON1N=NC2C=CC=NC1=2)=[N+](C)C)C.F[P-](F)(F)(F)(F)F.CCN(C(C)C)C(C)C, predict the reaction product. The product is: [C:8]([O:27][CH2:28][CH2:29][CH2:30][N:31]([C:58](=[O:59])[CH2:57][N:56]([CH3:61])[CH3:55])[CH2:32][CH2:33][CH2:34][O:35][C:36](=[O:54])[CH2:37][CH2:38][CH2:39][CH2:40][CH2:41][CH2:42][CH2:43]/[CH:44]=[CH:45]\[CH2:46][CH2:47][CH2:48][CH2:49][CH2:50][CH2:51][CH2:52][CH3:53])(=[O:26])[CH2:9][CH2:10][CH2:11][CH2:12][CH2:13][CH2:14][CH2:15]/[CH:16]=[CH:17]\[CH2:18][CH2:19][CH2:20][CH2:21][CH2:22][CH2:23][CH2:24][CH3:25]. (2) Given the reactants [C:1]([C:4]1[CH:5]=[C:6](B(OC(C)C)OC(C)C)[CH:7]=[N:8][CH:9]=1)#[C:2][CH3:3].FC(F)(F)S(O[C:25]1[CH:38]=[C:37]2[C:28]([O:29][C:30]3[C:31]([F:58])=[CH:32][C:33]([C:52]4[CH2:53][O:54][CH2:55][CH2:56][CH:57]=4)=[CH:34][C:35]=3[C@:36]32[N:43]=[C:42]([NH:44]C(OC(C)(C)C)=O)[CH2:41][O:40][CH2:39]3)=[CH:27][CH:26]=1)(=O)=O.C(=O)([O-])[O-].[Na+].[Na+].C(O)(C(F)(F)F)=O, predict the reaction product. The product is: [O:54]1[CH2:55][CH2:56][CH:57]=[C:52]([C:33]2[CH:32]=[C:31]([F:58])[C:30]3[O:29][C:28]4[C:37](=[CH:38][C:25]([C:6]5[CH:7]=[N:8][CH:9]=[C:4]([C:1]#[C:2][CH3:3])[CH:5]=5)=[CH:26][CH:27]=4)[C@:36]4([N:43]=[C:42]([NH2:44])[CH2:41][O:40][CH2:39]4)[C:35]=3[CH:34]=2)[CH2:53]1. (3) Given the reactants [C:1](OC(=O)C)(=O)C.[Br:8][C:9]1[N:14]=[C:13]([Cl:15])[C:12]([NH2:16])=[C:11]([NH2:17])[CH:10]=1.C(OCC)(OCC)OCC.[OH-].[Na+], predict the reaction product. The product is: [Br:8][C:9]1[N:14]=[C:13]([Cl:15])[C:12]2[N:16]=[CH:1][NH:17][C:11]=2[CH:10]=1. (4) Given the reactants [N:1]([C@@H:4]([C@@H:42]([C:51]1[CH:56]=[CH:55][C:54]([Cl:57])=[CH:53][CH:52]=1)[C:43]1[CH:44]=[N:45][C:46]([O:49][CH3:50])=[CH:47][CH:48]=1)[C:5]([NH:7][C:8]1[CH:40]=[CH:39][CH:38]=[C:37]([F:41])[C:9]=1[CH2:10][CH2:11][C@@H:12]1[N:20]([S:21]([C:24]2[CH:29]=[CH:28][CH:27]=[CH:26][CH:25]=2)(=[O:23])=[O:22])[CH2:19][C:16]2([CH2:18][CH2:17]2)[CH2:15][N:14]([C:30]([O:32][C:33]([CH3:36])([CH3:35])[CH3:34])=[O:31])[CH2:13]1)=[O:6])=[N+]=[N-].CP(C)C, predict the reaction product. The product is: [NH2:1][C@@H:4]([C@@H:42]([C:51]1[CH:56]=[CH:55][C:54]([Cl:57])=[CH:53][CH:52]=1)[C:43]1[CH:44]=[N:45][C:46]([O:49][CH3:50])=[CH:47][CH:48]=1)[C:5]([NH:7][C:8]1[CH:40]=[CH:39][CH:38]=[C:37]([F:41])[C:9]=1[CH2:10][CH2:11][C@@H:12]1[N:20]([S:21]([C:24]2[CH:25]=[CH:26][CH:27]=[CH:28][CH:29]=2)(=[O:23])=[O:22])[CH2:19][C:16]2([CH2:18][CH2:17]2)[CH2:15][N:14]([C:30]([O:32][C:33]([CH3:34])([CH3:36])[CH3:35])=[O:31])[CH2:13]1)=[O:6].